Task: Predict the reactants needed to synthesize the given product.. Dataset: Full USPTO retrosynthesis dataset with 1.9M reactions from patents (1976-2016) (1) The reactants are: FC1C=CC(C2C=C(CO)C=NC=2OC)=CC=1.Br[C:19]1[CH:20]=[C:21]([CH2:28][C:29]2[CH:30]=[N:31][C:32]([NH2:35])=[N:33][CH:34]=2)[CH:22]=[N:23][C:24]=1[O:25][CH2:26][CH3:27].[Cl:36][C:37]1[CH:38]=[C:39](B(O)O)[CH:40]=[CH:41][C:42]=1[F:43].C([O-])(O)=O.[Na+].C([O-])([O-])=O.[Na+].[Na+]. Given the product [Cl:36][C:37]1[CH:38]=[C:39]([C:19]2[CH:20]=[C:21]([CH2:28][C:29]3[CH:30]=[N:31][C:32]([NH2:35])=[N:33][CH:34]=3)[CH:22]=[N:23][C:24]=2[O:25][CH2:26][CH3:27])[CH:40]=[CH:41][C:42]=1[F:43], predict the reactants needed to synthesize it. (2) Given the product [Cl:21][C:20]1[C:15]2[O:14][C:11]3[CH2:12][CH2:13][N:8]([C:6]([O:5][C:1]([CH3:3])([CH3:4])[CH3:2])=[O:7])[CH:9]([C:31](=[O:33])[N:36]([CH3:37])[CH3:34])[C:10]=3[C:16]=2[CH:17]=[C:18]([S:22]([C:25]2[CH:26]=[CH:27][CH:28]=[CH:29][CH:30]=2)(=[O:24])=[O:23])[CH:19]=1, predict the reactants needed to synthesize it. The reactants are: [C:1]([O:5][C:6]([N:8]1[CH2:13][CH2:12][C:11]2[O:14][C:15]3[C:20]([Cl:21])=[CH:19][C:18]([S:22]([C:25]4[CH:30]=[CH:29][CH:28]=[CH:27][CH:26]=4)(=[O:24])=[O:23])=[CH:17][C:16]=3[C:10]=2[CH:9]1[C:31]([OH:33])=O)=[O:7])([CH3:4])([CH3:3])[CH3:2].[CH2:34]([N:36](CC)[CH2:37]C)C.Cl.CNC.F[P-](F)(F)(F)(F)F.N1(O[P+](N(C)C)(N(C)C)N(C)C)C2C=CC=CC=2N=N1.